Predict the reactants needed to synthesize the given product. From a dataset of Full USPTO retrosynthesis dataset with 1.9M reactions from patents (1976-2016). (1) Given the product [CH2:1]([O:3][C:4](=[O:19])[CH:5]([O:16][CH2:17][CH3:18])[CH2:6][C:7]1[CH:15]=[CH:14][CH:13]=[C:12]2[C:8]=1[CH:9]=[CH:10][N:11]2[CH2:21][C:22]1[N:23]=[C:24]([C:27]2[CH:32]=[CH:31][C:30]([CH:33]([CH3:35])[CH3:34])=[CH:29][CH:28]=2)[S:25][CH:26]=1)[CH3:2], predict the reactants needed to synthesize it. The reactants are: [CH2:1]([O:3][C:4](=[O:19])[CH:5]([O:16][CH2:17][CH3:18])[CH2:6][C:7]1[CH:15]=[CH:14][CH:13]=[C:12]2[C:8]=1[CH:9]=[CH:10][NH:11]2)[CH3:2].Cl[CH2:21][C:22]1[N:23]=[C:24]([C:27]2[CH:32]=[CH:31][C:30]([CH:33]([CH3:35])[CH3:34])=[CH:29][CH:28]=2)[S:25][CH:26]=1.[H-].[Na+]. (2) Given the product [CH3:23][O:24][C:25]1[CH:30]=[CH:29][C:28]([C:8]2[N:13]=[C:12]([N:14]3[CH2:22][CH2:21][CH2:20][C@@H:15]3[C:16]([O:18][CH3:19])=[O:17])[CH:11]=[CH:10][CH:9]=2)=[CH:27][C:26]=1[CH:34]1[C:35]2[C:36](=[O:53])[CH2:37][C:38]([CH3:51])([CH3:52])[CH2:39][C:40]=2[O:41][C:42]2[CH2:43][C:44]([CH3:50])([CH3:49])[CH2:45][C:46](=[O:48])[C:47]1=2, predict the reactants needed to synthesize it. The reactants are: C(=O)([O-])[O-].[Na+].[Na+].Br[C:8]1[N:13]=[C:12]([N:14]2[CH2:22][CH2:21][CH2:20][C@@H:15]2[C:16]([O:18][CH3:19])=[O:17])[CH:11]=[CH:10][CH:9]=1.[CH3:23][O:24][C:25]1[CH:30]=[CH:29][C:28](B(O)O)=[CH:27][C:26]=1[CH:34]1[C:47]2[C:46](=[O:48])[CH2:45][C:44]([CH3:50])([CH3:49])[CH2:43][C:42]=2[O:41][C:40]2[CH2:39][C:38]([CH3:52])([CH3:51])[CH2:37][C:36](=[O:53])[C:35]1=2.O. (3) The reactants are: [CH:1]([Si:4]([CH:15]([CH3:17])[CH3:16])([CH:12]([CH3:14])[CH3:13])[O:5][C:6]1[CH:7]=[N:8][CH:9]=[CH:10][CH:11]=1)([CH3:3])[CH3:2].[CH3:18][Sn:19]([CH3:25])([CH3:24])[Sn:19]([CH3:25])([CH3:24])[CH3:18]. Given the product [CH:15]([Si:4]([CH:1]([CH3:3])[CH3:2])([CH:12]([CH3:14])[CH3:13])[O:5][C:6]1[CH:11]=[CH:10][C:9]([Sn:19]([CH3:25])([CH3:24])[CH3:18])=[N:8][CH:7]=1)([CH3:17])[CH3:16], predict the reactants needed to synthesize it. (4) Given the product [CH2:41]1[CH:40]2[CH2:51][CH2:37][CH2:38][CH:39]2[CH2:43][N:42]1[C:44]([O:46][CH2:47][O:29][C:23]1[CH:22]=[C:21]2[C:26]([C:17]([NH:16][C:11]3[CH:12]=[CH:13][C:14]([Cl:15])=[C:9]([Cl:8])[C:10]=3[F:30])=[N:18][CH:19]=[N:20]2)=[CH:25][C:24]=1[O:27][CH3:28])=[O:45], predict the reactants needed to synthesize it. The reactants are: FC(F)(F)C(O)=O.[Cl:8][C:9]1[C:10]([F:30])=[C:11]([NH:16][C:17]2[C:26]3[C:21](=[CH:22][C:23]([OH:29])=[C:24]([O:27][CH3:28])[CH:25]=3)[N:20]=[CH:19][N:18]=2)[CH:12]=[CH:13][C:14]=1[Cl:15].CS(OC[CH:37]1[CH2:51][C@@H:40]2[CH2:41][N:42]([C:44]([O:46][C:47](C)(C)C)=[O:45])[CH2:43][C@@H:39]2[CH2:38]1)(=O)=O.C([O-])([O-])=O.[K+].[K+]. (5) Given the product [NH:3]1[C:24]2[C:25](=[CH:14][CH:9]=[CH:10][CH:11]=2)[C:7]([C:2]2[CH:7]=[CH:6][N:5]=[C:4]([NH:8][C:9]3[CH:14]=[CH:13][CH:12]=[CH:11][CH:10]=3)[N:3]=2)=[CH:2]1, predict the reactants needed to synthesize it. The reactants are: Cl[C:2]1[CH:7]=[CH:6][N:5]=[C:4]([NH:8][C:9]2[CH:14]=[CH:13][CH:12]=[CH:11][CH:10]=2)[N:3]=1.B(O)O.[Cl-].[Li+].O1[CH2:25][CH2:24]OCC1. (6) The reactants are: C1(P(C2C=CC=CC=2)C2C=CC=CC=2)C=CC=CC=1.N(C(OC(C)C)=O)=NC(OC(C)C)=O.[C:34]([OH:42])(=[O:41])[C:35]1[CH:40]=[CH:39][CH:38]=[CH:37][CH:36]=1.[CH2:43]([O:50][C:51]([N:53]1[CH2:57][CH:56]2[CH:58](O)[CH:59]([F:61])[CH2:60][CH:55]2[CH2:54]1)=[O:52])[C:44]1[CH:49]=[CH:48][CH:47]=[CH:46][CH:45]=1. Given the product [CH2:43]([O:50][C:51]([N:53]1[CH2:57][CH:56]2[CH:58]([O:41][C:34](=[O:42])[C:35]3[CH:40]=[CH:39][CH:38]=[CH:37][CH:36]=3)[CH:59]([F:61])[CH2:60][CH:55]2[CH2:54]1)=[O:52])[C:44]1[CH:45]=[CH:46][CH:47]=[CH:48][CH:49]=1, predict the reactants needed to synthesize it. (7) The reactants are: [C:1]([O:5][C:6]1[CH:11]=[CH:10][C:9]([CH2:12][C@H:13]([NH:37]C(=O)OCC2C3C=CC=CC=3C3C2=CC=CC=3)[C:14]([N:16]([C@@H:28]([CH3:36])[CH:29]([O:33][CH2:34][CH3:35])[O:30][CH2:31][CH3:32])[CH2:17][C:18]2[CH:27]=[CH:26][CH:25]=[C:24]3[C:19]=2[CH:20]=[CH:21][N:22]=[CH:23]3)=[O:15])=[CH:8][CH:7]=1)([CH3:4])([CH3:3])[CH3:2].N1CCCCC1. Given the product [NH2:37][C@@H:13]([CH2:12][C:9]1[CH:8]=[CH:7][C:6]([O:5][C:1]([CH3:4])([CH3:3])[CH3:2])=[CH:11][CH:10]=1)[C:14]([N:16]([C@@H:28]([CH3:36])[CH:29]([O:30][CH2:31][CH3:32])[O:33][CH2:34][CH3:35])[CH2:17][C:18]1[CH:27]=[CH:26][CH:25]=[C:24]2[C:19]=1[CH:20]=[CH:21][N:22]=[CH:23]2)=[O:15], predict the reactants needed to synthesize it.